This data is from Forward reaction prediction with 1.9M reactions from USPTO patents (1976-2016). The task is: Predict the product of the given reaction. (1) Given the reactants [CH3:1][C:2]1[CH:3]=[C:4]([CH:8]=[CH:9][C:10]=1[C:11]([N:13]1[CH2:17][CH2:16][CH2:15][CH2:14]1)=[O:12])[C:5]([OH:7])=O.CN(C(ON1N=NC2C=CC=CC1=2)=[N+](C)C)C.[B-](F)(F)(F)F.C(N(C(C)C)CC)(C)C.[Cl:49][C:50]1[CH:67]=[CH:66][C:53]2[NH:54][C:55]([CH:57]([NH2:65])[CH2:58][N:59]3[CH2:64][CH2:63][CH2:62][CH2:61][CH2:60]3)=[N:56][C:52]=2[CH:51]=1.ClCl, predict the reaction product. The product is: [Cl:49][C:50]1[CH:67]=[CH:66][C:53]2[NH:54][C:55]([CH:57]([NH:65][C:5](=[O:7])[C:4]3[CH:8]=[CH:9][C:10]([C:11]([N:13]4[CH2:17][CH2:16][CH2:15][CH2:14]4)=[O:12])=[C:2]([CH3:1])[CH:3]=3)[CH2:58][N:59]3[CH2:64][CH2:63][CH2:62][CH2:61][CH2:60]3)=[N:56][C:52]=2[CH:51]=1. (2) Given the reactants [NH2:1][CH2:2][C:3]1[CH:4]=[CH:5][C:6]([O:37][CH3:38])=[C:7]([C:9]2[N:13]([CH:14]([CH3:16])[CH3:15])[C:12]3[CH:17]([C:29]4[CH:34]=[CH:33][C:32]([Cl:35])=[CH:31][C:30]=4[CH3:36])[N:18]([C:21]4[CH:26]=[C:25]([Cl:27])[CH:24]=[CH:23][C:22]=4[CH3:28])[C:19](=[O:20])[C:11]=3[N:10]=2)[CH:8]=1.[C:39]([O:42][CH2:43][C:44](Cl)=[O:45])(=[O:41])[CH3:40], predict the reaction product. The product is: [Cl:35][C:32]1[CH:33]=[CH:34][C:29]([CH:17]2[C:12]3[N:13]([CH:14]([CH3:15])[CH3:16])[C:9]([C:7]4[CH:8]=[C:3]([CH:4]=[CH:5][C:6]=4[O:37][CH3:38])[CH2:2][NH:1][C:44]([CH2:43][O:42][C:39](=[O:41])[CH3:40])=[O:45])=[N:10][C:11]=3[C:19](=[O:20])[N:18]2[C:21]2[CH:26]=[C:25]([Cl:27])[CH:24]=[CH:23][C:22]=2[CH3:28])=[C:30]([CH3:36])[CH:31]=1. (3) The product is: [C:19]1([C:25]2[CH:30]=[C:29]([CH:31]3[CH2:32][CH2:33][N:34]([C:9](=[O:11])[CH2:8][N:2]4[CH2:3][CH2:4][O:5][CH2:6][CH2:7]4)[CH2:35][CH2:36]3)[CH:28]=[CH:27][C:26]=2[NH:37][C:38]([C:40]2[NH:41][CH:42]=[C:43]([C:45]#[N:46])[N:44]=2)=[O:39])[CH2:24][CH2:23][CH2:22][CH2:21][CH:20]=1. Given the reactants [K+].[N:2]1([CH2:8][C:9]([O-:11])=O)[CH2:7][CH2:6][O:5][CH2:4][CH2:3]1.FC(F)(F)C(O)=O.[C:19]1([C:25]2[CH:30]=[C:29]([CH:31]3[CH2:36][CH2:35][NH:34][CH2:33][CH2:32]3)[CH:28]=[CH:27][C:26]=2[NH:37][C:38]([C:40]2[NH:41][CH:42]=[C:43]([C:45]#[N:46])[N:44]=2)=[O:39])[CH2:24][CH2:23][CH2:22][CH2:21][CH:20]=1.C1CN([P+](Br)(N2CCCC2)N2CCCC2)CC1.F[P-](F)(F)(F)(F)F.CCN(C(C)C)C(C)C, predict the reaction product. (4) Given the reactants [OH:1][CH2:2][CH:3]([CH2:5]O)[OH:4].[CH3:7][C:8]([CH2:10][OH:11])=[O:9], predict the reaction product. The product is: [CH2:2]([OH:1])[CH:3]([OH:4])[CH3:5].[OH:11][CH2:10][C:8](=[O:9])[CH3:7].